Task: Predict the reactants needed to synthesize the given product.. Dataset: Full USPTO retrosynthesis dataset with 1.9M reactions from patents (1976-2016) Given the product [CH:1]1([C@H:7]2[CH2:12][C@@H:11]([CH2:13][O:14][S:19]([CH3:18])(=[O:21])=[O:20])[CH2:10][N:9]([C:15]([O:17][C:1]([CH3:7])([CH3:6])[CH3:2])=[O:16])[CH2:8]2)[CH2:2][CH2:3][CH2:4][CH2:5][CH2:6]1, predict the reactants needed to synthesize it. The reactants are: [CH:1]1([C@H:7]2[CH2:12][C@@H:11]([CH2:13][OH:14])[CH2:10][N:9]([C:15]([O-:17])=[O:16])[CH2:8]2)[CH2:6][CH2:5][CH2:4][CH2:3][CH2:2]1.[CH3:18][S:19](Cl)(=[O:21])=[O:20].